This data is from Full USPTO retrosynthesis dataset with 1.9M reactions from patents (1976-2016). The task is: Predict the reactants needed to synthesize the given product. (1) Given the product [F:1][C:2]1[C:7]([C:8]2[CH:9]=[C:10]([CH2:21][N:22]([CH3:30])[C:23](=[O:29])[O:24][C:25]([CH3:28])([CH3:27])[CH3:26])[S:11][C:12]=2[S:13][C:16]2[N:17]([CH3:31])[CH:18]=[CH:19][N:20]=2)=[CH:6][CH:5]=[CH:4][N:3]=1, predict the reactants needed to synthesize it. The reactants are: [F:1][C:2]1[C:7]([C:8]2[CH:9]=[C:10]([CH2:21][N:22]([CH3:30])[C:23](=[O:29])[O:24][C:25]([CH3:28])([CH3:27])[CH3:26])[S:11][C:12]=2[S:13]([C:16]2[NH:17][CH:18]=[CH:19][N:20]=2)(=O)=O)=[CH:6][CH:5]=[CH:4][N:3]=1.[C:31](=O)([O-])[O-].[K+].[K+].IC. (2) Given the product [C:16]1([CH:7]([C:1]2[CH:2]=[CH:3][CH:4]=[CH:5][CH:6]=2)[CH2:8][CH2:9][N:10]2[CH2:14][CH2:13][C@H:12]([NH:15][C:31]([NH:30][C:28]3[CH:27]=[C:26]([CH3:33])[N:25]=[C:24]([CH2:22][CH3:23])[CH:29]=3)=[O:32])[CH2:11]2)[CH:17]=[CH:18][CH:19]=[CH:20][CH:21]=1, predict the reactants needed to synthesize it. The reactants are: [C:1]1([CH:7]([C:16]2[CH:21]=[CH:20][CH:19]=[CH:18][CH:17]=2)[CH2:8][CH2:9][N:10]2[CH2:14][CH2:13][C@H:12]([NH2:15])[CH2:11]2)[CH:6]=[CH:5][CH:4]=[CH:3][CH:2]=1.[CH2:22]([C:24]1[CH:29]=[C:28]([N:30]=[C:31]=[O:32])[CH:27]=[C:26]([CH3:33])[N:25]=1)[CH3:23]. (3) Given the product [Cl:64][C:58]1[CH:59]=[CH:60][N:61]=[C:62]2[C:57]=1[N:56]=[CH:55][C:54]([N:72]=[C:71]([C:65]1[CH:70]=[CH:69][CH:68]=[CH:67][CH:66]=1)[C:73]1[CH:78]=[CH:77][CH:76]=[CH:75][CH:74]=1)=[CH:63]2, predict the reactants needed to synthesize it. The reactants are: C1C=CC(P(C2C(C3C(P(C4C=CC=CC=4)C4C=CC=CC=4)=CC=C4C=3C=CC=C4)=C3C(C=CC=C3)=CC=2)C2C=CC=CC=2)=CC=1.CC(C)([O-])C.[Na+].Br[C:54]1[CH:55]=[N:56][C:57]2[C:62]([CH:63]=1)=[N:61][CH:60]=[CH:59][C:58]=2[Cl:64].[C:65]1([C:71]([C:73]2[CH:78]=[CH:77][CH:76]=[CH:75][CH:74]=2)=[NH:72])[CH:70]=[CH:69][CH:68]=[CH:67][CH:66]=1. (4) Given the product [F:22][C:16]1[C:17]([F:21])=[CH:18][CH:19]=[CH:20][C:15]=1[CH2:14][N:11]1[C:12](=[O:13])[C:7]([C:5]([NH:35][C:34]2[CH:36]=[CH:37][C:31]([C:30]([F:29])([F:48])[F:49])=[CH:32][C:33]=2[C:38]2[CH:43]=[C:42]([C:44]([F:47])([F:46])[F:45])[N:41]=[CH:40][N:39]=2)=[O:4])=[C:8]([OH:27])[C@@:9]2([CH3:26])[CH2:25][CH2:24][CH2:23][N:10]12, predict the reactants needed to synthesize it. The reactants are: CC(C)C[O:4][C:5]([C:7]1[C:12](=[O:13])[N:11]([CH2:14][C:15]2[CH:20]=[CH:19][CH:18]=[C:17]([F:21])[C:16]=2[F:22])[N:10]2[CH2:23][CH2:24][CH2:25][C@:9]2([CH3:26])[C:8]=1[OH:27])=O.[F:29][C:30]([F:49])([F:48])[C:31]1[CH:37]=[CH:36][C:34]([NH2:35])=[C:33]([C:38]2[CH:43]=[C:42]([C:44]([F:47])([F:46])[F:45])[N:41]=[CH:40][N:39]=2)[CH:32]=1. (5) Given the product [CH2:30]([N:29]([CH2:23][CH2:24][CH2:25][CH2:26][CH2:27][CH3:28])[C:16](=[O:18])[CH2:15][C:11]1[CH:10]=[C:9]([CH:14]=[CH:13][CH:12]=1)[O:8][CH2:7][C:6]1[CH:19]=[CH:20][CH:21]=[CH:22][C:5]=1[C:3]([O:2][CH3:1])=[O:4])[C:31]1[CH:36]=[CH:35][CH:34]=[CH:33][CH:32]=1, predict the reactants needed to synthesize it. The reactants are: [CH3:1][O:2][C:3]([C:5]1[CH:22]=[CH:21][CH:20]=[CH:19][C:6]=1[CH2:7][O:8][C:9]1[CH:10]=[C:11]([CH2:15][C:16]([OH:18])=O)[CH:12]=[CH:13][CH:14]=1)=[O:4].[CH2:23]([NH:29][CH2:30][C:31]1[CH:36]=[CH:35][CH:34]=[CH:33][CH:32]=1)[CH2:24][CH2:25][CH2:26][CH2:27][CH3:28].C(Cl)CCl.Cl. (6) Given the product [CH3:14][N:13]([CH3:15])[CH:12]=[CH:19][C:18]([C:7]1[CH:6]=[N:5][CH:4]=[CH:9][CH:8]=1)=[O:20], predict the reactants needed to synthesize it. The reactants are: C([C:4]1[CH:9]=[CH:8][CH:7]=[CH:6][N:5]=1)(=O)C.CO[CH:12](OC)[N:13]([CH3:15])[CH3:14].[CH2:18]([O:20]CC)[CH3:19]. (7) Given the product [N:11]1[CH:12]=[CH:13][C:8]([C:6]2[N:7]=[C:2]([NH:56][C@@H:53]3[CH2:54][CH2:55][NH:51][CH2:52]3)[C:3]3[S:16][CH:15]=[C:14]([NH:17][C:18]([CH:20]4[CH2:24][CH2:23][CH2:22][CH2:21]4)=[O:19])[C:4]=3[N:5]=2)=[CH:9][CH:10]=1, predict the reactants needed to synthesize it. The reactants are: O[C:2]1[C:3]2[S:16][CH:15]=[C:14]([NH:17][C:18]([CH:20]3[CH2:24][CH2:23][CH2:22][CH2:21]3)=[O:19])[C:4]=2[N:5]=[C:6]([C:8]2[CH:13]=[CH:12][N:11]=[CH:10][CH:9]=2)[N:7]=1.C(C1C=C(C(C)C)C=C(C(C)C)C=1S(Cl)(=O)=O)(C)C.C([N:51]1[CH2:55][CH2:54][C@@H:53]([NH2:56])[CH2:52]1)(OC(C)(C)C)=O.O. (8) Given the product [F:1][C:2]1[CH:7]=[C:6]([N:33]2[CH2:34][C:35]([F:37])([F:36])[C:31]([F:38])([F:30])[CH2:32]2)[CH:5]=[CH:4][C:3]=1[N:9]1[CH:14]=[C:13]([O:15][CH3:16])[C:12](=[O:17])[C:11]([C:18]2[N:22]([C:23]3[CH:28]=[CH:27][CH:26]=[CH:25][CH:24]=3)[N:21]=[CH:20][CH:19]=2)=[N:10]1, predict the reactants needed to synthesize it. The reactants are: [F:1][C:2]1[CH:7]=[C:6](I)[CH:5]=[CH:4][C:3]=1[N:9]1[CH:14]=[C:13]([O:15][CH3:16])[C:12](=[O:17])[C:11]([C:18]2[N:22]([C:23]3[CH:28]=[CH:27][CH:26]=[CH:25][CH:24]=3)[N:21]=[CH:20][CH:19]=2)=[N:10]1.Cl.[F:30][C:31]1([F:38])[C:35]([F:37])([F:36])[CH2:34][NH:33][CH2:32]1.CC1(C)C2C(=C(P(C3C=CC=CC=3)C3C=CC=CC=3)C=CC=2)OC2C(P(C3C=CC=CC=3)C3C=CC=CC=3)=CC=CC1=2.O(C(C)(C)C)[Na]. (9) Given the product [C:8]1([NH:13][C:21]([C:20]2[N:16]=[C:14]([NH:13][C:8]3[CH:7]=[C:6]([C:5](=[O:17])[NH:4][CH:1]4[CH2:3][CH2:2]4)[CH:11]=[CH:10][C:9]=3[CH3:12])[S:15][CH:19]=2)=[O:23])[CH:9]=[CH:10][CH:11]=[CH:6][CH:7]=1, predict the reactants needed to synthesize it. The reactants are: [CH:1]1([NH:4][C:5](=[O:17])[C:6]2[CH:11]=[CH:10][C:9]([CH3:12])=[C:8]([NH:13][C:14]([NH2:16])=[S:15])[CH:7]=2)[CH2:3][CH2:2]1.Br[CH2:19][C:20](=O)[C:21]([O:23]CC)=O.